Dataset: Merck oncology drug combination screen with 23,052 pairs across 39 cell lines. Task: Regression. Given two drug SMILES strings and cell line genomic features, predict the synergy score measuring deviation from expected non-interaction effect. (1) Drug 1: N.N.O=C(O)C1(C(=O)O)CCC1.[Pt]. Drug 2: C=CCn1c(=O)c2cnc(Nc3ccc(N4CCN(C)CC4)cc3)nc2n1-c1cccc(C(C)(C)O)n1. Cell line: PA1. Synergy scores: synergy=12.0. (2) Drug 1: CN(C)C(=N)N=C(N)N. Drug 2: CCc1cnn2c(NCc3ccc[n+]([O-])c3)cc(N3CCCCC3CCO)nc12. Cell line: KPL1. Synergy scores: synergy=-6.38. (3) Drug 1: O=C(CCCCCCC(=O)Nc1ccccc1)NO. Drug 2: Cn1cc(-c2cnn3c(N)c(Br)c(C4CCCNC4)nc23)cn1. Cell line: A2058. Synergy scores: synergy=42.0. (4) Drug 2: CCc1cnn2c(NCc3ccc[n+]([O-])c3)cc(N3CCCCC3CCO)nc12. Drug 1: CN1C(=O)C=CC2(C)C3CCC4(C)C(NC(=O)OCC(F)(F)F)CCC4C3CCC12. Cell line: UWB1289BRCA1. Synergy scores: synergy=-1.46. (5) Drug 1: C#Cc1cccc(Nc2ncnc3cc(OCCOC)c(OCCOC)cc23)c1. Drug 2: O=C(NOCC(O)CO)c1ccc(F)c(F)c1Nc1ccc(I)cc1F. Cell line: SKMEL30. Synergy scores: synergy=9.34. (6) Drug 1: CC(=O)OC1C(=O)C2(C)C(O)CC3OCC3(OC(C)=O)C2C(OC(=O)c2ccccc2)C2(O)CC(OC(=O)C(O)C(NC(=O)c3ccccc3)c3ccccc3)C(C)=C1C2(C)C. Drug 2: O=C(CCCCCCC(=O)Nc1ccccc1)NO. Cell line: EFM192B. Synergy scores: synergy=-0.0138. (7) Drug 1: O=c1[nH]cc(F)c(=O)[nH]1. Drug 2: Cn1c(=O)n(-c2ccc(C(C)(C)C#N)cc2)c2c3cc(-c4cnc5ccccc5c4)ccc3ncc21. Cell line: UWB1289BRCA1. Synergy scores: synergy=18.9. (8) Drug 1: O=C(CCCCCCC(=O)Nc1ccccc1)NO. Drug 2: Cc1nc(Nc2ncc(C(=O)Nc3c(C)cccc3Cl)s2)cc(N2CCN(CCO)CC2)n1. Cell line: RKO. Synergy scores: synergy=1.06.